This data is from Full USPTO retrosynthesis dataset with 1.9M reactions from patents (1976-2016). The task is: Predict the reactants needed to synthesize the given product. (1) Given the product [N:16]1([CH2:15][C:14]2[CH:13]=[CH:12][C:11](/[CH:10]=[CH:9]/[C:26]3[N:27]=[CH:28][C:29]4[C:30]([CH:43]=3)=[C:31]3[C:39](=[CH:40][CH:41]=4)[C:38]4[C:37](=[O:42])[NH:36][CH2:35][CH2:34][C:33]=4[NH:32]3)=[CH:23][CH:22]=2)[CH2:17][CH2:18][O:19][CH2:20][CH2:21]1, predict the reactants needed to synthesize it. The reactants are: CC1(C)C(C)(C)OB(/[CH:9]=[CH:10]/[C:11]2[CH:23]=[CH:22][C:14]([CH2:15][N:16]3[CH2:21][CH2:20][O:19][CH2:18][CH2:17]3)=[CH:13][CH:12]=2)O1.Cl[C:26]1[N:27]=[CH:28][C:29]2[CH2:41][CH2:40][C:39]3[C:38]4[C:37](=[O:42])[NH:36][CH2:35][CH2:34][C:33]=4[NH:32][C:31]=3[C:30]=2[CH:43]=1. (2) Given the product [CH3:24][O:23][CH2:22][CH2:21][CH2:20][C:9]1([C:15]([O:17][CH3:18])=[O:16])[CH2:14][CH2:13][CH2:12][CH2:11][CH2:10]1, predict the reactants needed to synthesize it. The reactants are: C([N-]C(C)C)(C)C.[Li+].[CH:9]1([C:15]([O:17][CH3:18])=[O:16])[CH2:14][CH2:13][CH2:12][CH2:11][CH2:10]1.Br[CH2:20][CH2:21][CH2:22][O:23][CH3:24]. (3) Given the product [CH2:28]([O:30][C:31]1[C:36]([I:37])=[C:35]([CH2:38][N:17]2[CH2:18][C:15]3([CH2:26][C:12]([N:9]4[CH2:10][CH2:11][C:6]([CH3:27])([C:4]([O:3][CH2:1][CH3:2])=[O:5])[CH2:7][CH2:8]4)=[N:13][O:14]3)[CH2:16]2)[CH:34]=[C:33]([O:40][CH2:41][CH3:42])[C:32]=1[C:43]1[CH:44]=[CH:45][C:46]([F:49])=[CH:47][CH:48]=1)[CH3:29], predict the reactants needed to synthesize it. The reactants are: [CH2:1]([O:3][C:4]([C:6]1([CH3:27])[CH2:11][CH2:10][N:9]([C:12]2[CH2:26][C:15]3([CH2:18][N:17](C(OC(C)(C)C)=O)[CH2:16]3)[O:14][N:13]=2)[CH2:8][CH2:7]1)=[O:5])[CH3:2].[CH2:28]([O:30][C:31]1[C:36]([I:37])=[C:35]([CH:38]=O)[CH:34]=[C:33]([O:40][CH2:41][CH3:42])[C:32]=1[C:43]1[CH:48]=[CH:47][C:46]([F:49])=[CH:45][CH:44]=1)[CH3:29]. (4) Given the product [CH3:21][C:8]1[N:1]2[CH:5]=[CH:4][N:3]=[C:2]2[N:6]=[C:10]([OH:11])[C:9]=1[C:15]1[CH:20]=[CH:19][CH:18]=[CH:17][CH:16]=1, predict the reactants needed to synthesize it. The reactants are: [NH:1]1[CH:5]=[CH:4][N:3]=[C:2]1[NH2:6].O=[C:8]([CH3:21])[CH:9]([C:15]1[CH:20]=[CH:19][CH:18]=[CH:17][CH:16]=1)[C:10](OCC)=[O:11]. (5) Given the product [Cl:8][C:9]1[CH:14]=[C:13]([O:15][C:16]2[C:25]3[C:20](=[CH:21][C:22]([O:28][CH3:29])=[C:23]([O:26][CH3:27])[CH:24]=3)[N:19]=[CH:18][N:17]=2)[CH:12]=[CH:11][C:10]=1[N:30]([CH2:42][CH3:43])[C:31](=[O:41])[O:32][CH2:33][C:34]1[CH:39]=[CH:38][CH:37]=[CH:36][C:35]=1[CH3:40], predict the reactants needed to synthesize it. The reactants are: CN(C)C=O.[H-].[Na+].[Cl:8][C:9]1[CH:14]=[C:13]([O:15][C:16]2[C:25]3[C:20](=[CH:21][C:22]([O:28][CH3:29])=[C:23]([O:26][CH3:27])[CH:24]=3)[N:19]=[CH:18][N:17]=2)[CH:12]=[CH:11][C:10]=1[NH:30][C:31](=[O:41])[O:32][CH2:33][C:34]1[CH:39]=[CH:38][CH:37]=[CH:36][C:35]=1[CH3:40].[CH2:42](I)[CH3:43]. (6) The reactants are: [NH2:1][C:2]1[S:3][C:4]2[C:10]([N:11]3[CH2:16][CH2:15][O:14][CH2:13][CH2:12]3)=[CH:9][CH:8]=[C:7]([O:17][CH3:18])[C:5]=2[N:6]=1.C(N(C(C)C)C(C)C)C.[O:28]1[CH2:33][CH2:32][CH:31]([C:34](Cl)=[O:35])[CH2:30][CH2:29]1.CO. Given the product [CH3:18][O:17][C:7]1[C:5]2[N:6]=[C:2]([NH:1][C:34]([CH:31]3[CH2:32][CH2:33][O:28][CH2:29][CH2:30]3)=[O:35])[S:3][C:4]=2[C:10]([N:11]2[CH2:16][CH2:15][O:14][CH2:13][CH2:12]2)=[CH:9][CH:8]=1, predict the reactants needed to synthesize it. (7) Given the product [Cl:23][CH2:7][C:6]1[N:2]([CH3:1])[N:3]=[C:4]([N:9]2[CH2:13][CH2:12][CH2:11][CH2:10]2)[N:5]=1, predict the reactants needed to synthesize it. The reactants are: [CH3:1][N:2]1[C:6]([CH2:7]O)=[N:5][C:4]([N:9]2[CH2:13][CH2:12][CH2:11][CH2:10]2)=[N:3]1.C(N(CC)CC)C.S(Cl)([Cl:23])=O. (8) Given the product [O:22]=[C:16]1[CH:15]([N:7]2[C:6](=[O:23])[C:5]3[C:10](=[CH:11][CH:12]=[CH:13][C:4]=3[CH2:3][NH:2][C:31]([C:26]3[CH:27]=[CH:28][CH:29]=[CH:30][N:25]=3)=[O:32])[N:9]=[C:8]2[CH3:14])[CH2:20][CH2:19][C:18](=[O:21])[NH:17]1, predict the reactants needed to synthesize it. The reactants are: Cl.[NH2:2][CH2:3][C:4]1[CH:13]=[CH:12][CH:11]=[C:10]2[C:5]=1[C:6](=[O:23])[N:7]([CH:15]1[CH2:20][CH2:19][C:18](=[O:21])[NH:17][C:16]1=[O:22])[C:8]([CH3:14])=[N:9]2.Cl.[N:25]1[CH:30]=[CH:29][CH:28]=[CH:27][C:26]=1[C:31](Cl)=[O:32].C(N(CC)C(C)C)(C)C.